From a dataset of Full USPTO retrosynthesis dataset with 1.9M reactions from patents (1976-2016). Predict the reactants needed to synthesize the given product. (1) Given the product [NH2:1][C:4]1[CH:12]=[CH:11][CH:10]=[C:9]2[C:5]=1[CH2:6][CH2:7][C:8]2=[O:13], predict the reactants needed to synthesize it. The reactants are: [N+:1]([C:4]1[CH:12]=[CH:11][CH:10]=[C:9]2[C:5]=1[CH2:6][CH2:7][C:8]2=[O:13])([O-])=O. (2) Given the product [NH2:11][CH:12]([CH2:26][N:27]([CH2:28][CH2:29][NH2:30])[CH2:41][CH2:42][NH2:43])[CH2:13][CH2:14][CH2:15][C:16]([OH:18])=[O:17], predict the reactants needed to synthesize it. The reactants are: C(OC([NH:11][CH:12]([CH2:26][N:27]([CH2:41][CH2:42][NH:43]C(OCC1C=CC=CC=1)=O)[CH2:28][CH2:29][NH:30]C(OCC1C=CC=CC=1)=O)[CH2:13][CH2:14][CH2:15][C:16]([O:18]CC1C=CC=CC=1)=[O:17])=O)C1C=CC=CC=1.O. (3) The reactants are: [CH3:1][C:2]1[O:11][C:10](=[O:12])[C:9]2[C:8](=[O:13])[CH2:7][CH:6]([CH:14]([CH3:16])[CH3:15])[O:5][C:4]=2[CH:3]=1.C1(C)C=CC=CC=1.[OH-].[Na+].Cl. Given the product [OH:5][C:4]1[CH:3]=[C:2]([CH3:1])[O:11][C:10](=[O:12])[C:9]=1[C:8](=[O:13])[CH:7]=[CH:6][CH:14]([CH3:15])[CH3:16], predict the reactants needed to synthesize it.